Task: Predict the product of the given reaction.. Dataset: Forward reaction prediction with 1.9M reactions from USPTO patents (1976-2016) (1) Given the reactants C(OC([N:8]([C:13]1[CH:53]=[CH:52][C:16]([C:17]([O:19][C:20]([CH3:51])([CH3:50])[C:21]([O:23][C@H:24]([C:35]2[CH:40]=[CH:39][C:38]([O:41][CH:42]([F:44])[F:43])=[C:37]([O:45][CH2:46][CH:47]3[CH2:49][CH2:48]3)[CH:36]=2)[CH2:25][C:26]2[C:31]([Cl:32])=[CH:30][N+:29]([O-:33])=[CH:28][C:27]=2[Cl:34])=[O:22])=[O:18])=[CH:15][C:14]=1[O:54][CH2:55][CH:56]1[CH2:58][CH2:57]1)[S:9]([CH3:12])(=[O:11])=[O:10])=O)(C)(C)C.O1CCOCC1, predict the reaction product. The product is: [Cl:34][C:27]1[CH:28]=[N+:29]([O-:33])[CH:30]=[C:31]([Cl:32])[C:26]=1[CH2:25][C@@H:24]([C:35]1[CH:40]=[CH:39][C:38]([O:41][CH:42]([F:43])[F:44])=[C:37]([O:45][CH2:46][CH:47]2[CH2:48][CH2:49]2)[CH:36]=1)[O:23][C:21](=[O:22])[C:20]([O:19][C:17](=[O:18])[C:16]1[CH:52]=[CH:53][C:13]([NH:8][S:9]([CH3:12])(=[O:11])=[O:10])=[C:14]([O:54][CH2:55][CH:56]2[CH2:58][CH2:57]2)[CH:15]=1)([CH3:50])[CH3:51]. (2) The product is: [C:22]12([NH:32][C:33]([NH:2][C:3]3[CH:4]=[C:5]([Cl:12])[C:6]([CH3:11])=[C:7]([Cl:10])[C:8]=3[OH:9])=[O:34])[CH2:31][CH:26]3[CH2:27][CH:28]([CH2:30][CH:24]([CH2:25]3)[CH2:23]1)[CH2:29]2. Given the reactants Cl.[NH2:2][C:3]1[C:8]([OH:9])=[C:7]([Cl:10])[C:6]([CH3:11])=[C:5]([Cl:12])[CH:4]=1.CCN(C(C)C)C(C)C.[C:22]12([N:32]=[C:33]=[O:34])[CH2:31][CH:26]3[CH2:27][CH:28]([CH2:30][CH:24]([CH2:25]3)[CH2:23]1)[CH2:29]2.CNCCS, predict the reaction product. (3) Given the reactants [NH2:1][C:2]1[C:7]2[C:8]([C:11]3[CH:16]=[CH:15][C:14]([NH:17][C:18]([NH:20][C:21]4[CH:26]=[CH:25][CH:24]=[C:23]([F:27])[CH:22]=4)=[O:19])=[CH:13][CH:12]=3)=[CH:9][S:10][C:6]=2[C:5]([C:28]2[CH:29]=[N:30][N:31]([CH2:33][CH2:34][OH:35])[CH:32]=2)=[CH:4][N:3]=1.[CH3:36][S:37]([OH:40])(=[O:39])=[O:38].C(#N)C, predict the reaction product. The product is: [S:37]([OH:40])(=[O:39])(=[O:38])[CH3:36].[NH2:1][C:2]1[C:7]2[C:8]([C:11]3[CH:12]=[CH:13][C:14]([NH:17][C:18]([NH:20][C:21]4[CH:26]=[CH:25][CH:24]=[C:23]([F:27])[CH:22]=4)=[O:19])=[CH:15][CH:16]=3)=[CH:9][S:10][C:6]=2[C:5]([C:28]2[CH:29]=[N:30][N:31]([CH2:33][CH2:34][OH:35])[CH:32]=2)=[CH:4][N:3]=1.